This data is from Full USPTO retrosynthesis dataset with 1.9M reactions from patents (1976-2016). The task is: Predict the reactants needed to synthesize the given product. (1) Given the product [NH2:27][C:28](=[O:55])[C@@H:29]([NH:38][C:39]([C@@H:41]1[CH2:47][N:46]([C:48]([O:50][C:51]([CH3:53])([CH3:52])[CH3:54])=[O:49])[CH2:45][CH2:44][CH2:43][O:42]1)=[O:40])[CH2:30][C:31]1[CH:36]=[CH:35][C:34]([B:10]2[O:11][C:12]([CH3:17])([CH3:18])[C:13]([CH3:15])([CH3:16])[O:14]2)=[CH:33][CH:32]=1, predict the reactants needed to synthesize it. The reactants are: [B:10]1([B:10]2[O:14][C:13]([CH3:16])([CH3:15])[C:12]([CH3:18])([CH3:17])[O:11]2)[O:14][C:13]([CH3:16])([CH3:15])[C:12]([CH3:18])([CH3:17])[O:11]1.C([O-])(=O)C.[K+].C(Cl)Cl.[NH2:27][C:28](=[O:55])[C@@H:29]([NH:38][C:39]([C@@H:41]1[CH2:47][N:46]([C:48]([O:50][C:51]([CH3:54])([CH3:53])[CH3:52])=[O:49])[CH2:45][CH2:44][CH2:43][O:42]1)=[O:40])[CH2:30][C:31]1[CH:36]=[CH:35][C:34](I)=[CH:33][CH:32]=1. (2) Given the product [F:1][C:2]1[CH:3]=[C:4]([NH:10][C:11]2[C:16]([C:17]3[N:22]=[C:21]([CH3:23])[N:20]=[C:19]([NH2:24])[N:18]=3)=[CH:15][CH:14]=[CH:13][N:12]=2)[CH:5]=[N:6][C:7]=1[O:8][CH3:9], predict the reactants needed to synthesize it. The reactants are: [F:1][C:2]1[CH:3]=[C:4]([NH:10][C:11]2[C:16]([C:17]3[N:22]=[C:21]([CH3:23])[N:20]=[C:19]([N:24](CC4C=CC(OC)=CC=4)CC4C=CC(OC)=CC=4)[N:18]=3)=[CH:15][CH:14]=[CH:13][N:12]=2)[CH:5]=[N:6][C:7]=1[O:8][CH3:9].C(O)(C(F)(F)F)=O. (3) Given the product [C:12]([O-:17])(=[O:16])[CH2:13][CH2:14][CH3:15].[CH2:2]([N+:6]1[CH:10]=[CH:9][N:8]([CH3:11])[CH:7]=1)[CH2:3][CH2:4][CH3:5], predict the reactants needed to synthesize it. The reactants are: [Cl-].[CH2:2]([N+:6]1[CH:10]=[CH:9][N:8]([CH3:11])[CH:7]=1)[CH2:3][CH2:4][CH3:5].[C:12]([O-:17])(=[O:16])[CH2:13][CH2:14][CH3:15].[Na+]. (4) Given the product [O:1]=[C:2]1[C:6](=[CH:29][C:22]2[C:23]3[C:24](=[N:25][CH:26]=[CH:27][CH:28]=3)[NH:20][CH:21]=2)[S:5][C:4]([NH:7][C@H:8]([C:14]2[CH:19]=[CH:18][CH:17]=[CH:16][CH:15]=2)[CH2:9][O:10][C:11](=[O:13])[CH3:12])=[N:3]1, predict the reactants needed to synthesize it. The reactants are: [O:1]=[C:2]1[CH2:6][S:5][C:4]([NH:7][C@H:8]([C:14]2[CH:19]=[CH:18][CH:17]=[CH:16][CH:15]=2)[CH2:9][O:10][C:11](=[O:13])[CH3:12])=[N:3]1.[NH:20]1[C:24]2=[N:25][CH:26]=[CH:27][CH:28]=[C:23]2[C:22]([CH:29]=O)=[CH:21]1.C(O)(=O)C1C=CC=CC=1.N1CCCCC1. (5) Given the product [CH:28]1[C:29]2[CH:17]([CH2:16][O:15][C:13]([N:1]3[CH2:5][CH:4]=[CH:3][CH2:2]3)=[O:14])[C:18]3[C:23](=[CH:22][CH:21]=[CH:20][CH:19]=3)[C:24]=2[CH:25]=[CH:26][CH:27]=1, predict the reactants needed to synthesize it. The reactants are: [NH:1]1[CH2:5][CH:4]=[CH:3][CH2:2]1.CCN(CC)CC.[C:13](Cl)([O:15][CH2:16][CH:17]1[C:29]2[C:24](=[CH:25][CH:26]=[CH:27][CH:28]=2)[C:23]2[C:18]1=[CH:19][CH:20]=[CH:21][CH:22]=2)=[O:14].